Dataset: Catalyst prediction with 721,799 reactions and 888 catalyst types from USPTO. Task: Predict which catalyst facilitates the given reaction. (1) Reactant: I[C:2]1[C:10]2[O:9][CH:8]=[CH:7][C:6]=2[CH:5]=[C:4]([N+:11]([O-:13])=[O:12])[CH:3]=1.[N:14]12[CH2:21][CH2:20][CH:17]([CH2:18][CH2:19]1)[CH:16]([OH:22])[CH2:15]2.N1C2C(=CC=C3C=2N=CC=C3)C=CC=1. Product: [N+:11]([C:4]1[CH:3]=[C:2]([O:22][CH:16]2[CH:17]3[CH2:20][CH2:21][N:14]([CH2:19][CH2:18]3)[CH2:15]2)[C:10]2[O:9][CH:8]=[CH:7][C:6]=2[CH:5]=1)([O-:13])=[O:12]. The catalyst class is: 509. (2) Reactant: Br[C:2]1[C:10]2[S:9][C:8]([NH:11][CH3:12])=[N:7][C:6]=2[CH:5]=[CH:4][CH:3]=1.[B:13]1([B:13]2[O:17][C:16]([CH3:19])([CH3:18])[C:15]([CH3:21])([CH3:20])[O:14]2)[O:17][C:16]([CH3:19])([CH3:18])[C:15]([CH3:21])([CH3:20])[O:14]1.C([O-])(=O)C.[K+].CCOC(C)=O. Product: [CH3:12][NH:11][C:8]1[S:9][C:10]2[C:2]([B:13]3[O:17][C:16]([CH3:19])([CH3:18])[C:15]([CH3:21])([CH3:20])[O:14]3)=[CH:3][CH:4]=[CH:5][C:6]=2[N:7]=1. The catalyst class is: 12. (3) Reactant: [Cl:1][C:2]1[CH:7]=[CH:6][C:5]([C:8](=[O:18])[NH:9][CH2:10][C:11]2[CH:16]=[CH:15][CH:14]=[C:13]([Cl:17])[CH:12]=2)=[CH:4][C:3]=1[NH:19][C:20]([C:22]1[C:40](=[O:41])[NH:39][C:25]2[N:26]=[C:27]([NH:30][CH2:31][CH:32]3[CH2:36][O:35]C(C)(C)[O:33]3)[N:28]=[CH:29][C:24]=2[CH:23]=1)=[O:21].Cl. Product: [Cl:1][C:2]1[CH:7]=[CH:6][C:5]([C:8](=[O:18])[NH:9][CH2:10][C:11]2[CH:16]=[CH:15][CH:14]=[C:13]([Cl:17])[CH:12]=2)=[CH:4][C:3]=1[NH:19][C:20]([C:22]1[C:40](=[O:41])[NH:39][C:25]2[N:26]=[C:27]([NH:30][CH2:31][CH:32]([OH:33])[CH2:36][OH:35])[N:28]=[CH:29][C:24]=2[CH:23]=1)=[O:21]. The catalyst class is: 1. (4) Reactant: C(OC(=O)[NH:7][C:8]1[CH:13]=[C:12]([C:14]([F:17])([F:16])[F:15])[CH:11]=[CH:10][C:9]=1[C:18]1[CH:23]=[C:22]([O:24][C:25]2[CH:26]=[CH:27][CH:28]=[C:29]3[C:34]=2[N:33]=[C:32]([NH2:35])[CH:31]=[CH:30]3)[N:21]=[CH:20][N:19]=1)(C)(C)C.Cl. Product: [NH2:7][C:8]1[CH:13]=[C:12]([C:14]([F:16])([F:17])[F:15])[CH:11]=[CH:10][C:9]=1[C:18]1[N:19]=[CH:20][N:21]=[C:22]([O:24][C:25]2[CH:26]=[CH:27][CH:28]=[C:29]3[C:34]=2[N:33]=[C:32]([NH2:35])[CH:31]=[CH:30]3)[CH:23]=1. The catalyst class is: 12. (5) Reactant: Br[C:2]1[C:3]([NH:25][CH3:26])=[N:4][C:5]([NH:8][C:9]2[CH:14]=[CH:13][C:12]([C:15]([N:17]3[CH2:22][CH2:21][O:20][CH2:19][CH2:18]3)=[O:16])=[CH:11][C:10]=2[O:23][CH3:24])=[N:6][CH:7]=1.C([Sn](CCCC)(CCCC)[CH:32]=[CH:33][O:34]CC)CCC. Product: [CH3:24][O:23][C:10]1[CH:11]=[C:12]([C:15]([N:17]2[CH2:22][CH2:21][O:20][CH2:19][CH2:18]2)=[O:16])[CH:13]=[CH:14][C:9]=1[NH:8][C:5]1[N:4]=[C:3]([NH:25][CH3:26])[C:2]([C:33](=[O:34])[CH3:32])=[CH:7][N:6]=1. The catalyst class is: 109. (6) Reactant: [C:1]([C:3]1[CH:4]=[C:5]([CH:9]=[CH:10][CH:11]=1)[C:6](Cl)=[O:7])#[CH:2].[C:12]1([SH:18])[CH:17]=[CH:16][CH:15]=[CH:14][CH:13]=1.[Na]. Product: [C:1]([C:3]1[CH:4]=[C:5]([CH:9]=[CH:10][CH:11]=1)[C:6]([S:18][C:12]1[CH:17]=[CH:16][CH:15]=[CH:14][CH:13]=1)=[O:7])#[CH:2]. The catalyst class is: 1. (7) Reactant: [Br:1][C:2]1[C:11]2[S:12][C:13]([CH3:16])=[C:14]([CH3:15])[C:10]=2[C:9]([C:17]2[CH:22]=[C:21]([CH:23]([CH3:25])[CH3:24])[C:20]([OH:26])=[C:19]([CH:27]([CH3:29])[CH3:28])[CH:18]=2)=[C:8]2[C:3]=1[CH:4]=[CH:5][CH:6]=[CH:7]2.Br[CH2:31][C:32]([O:34][CH3:35])=[O:33].C(=O)([O-])[O-].[K+].[K+]. Product: [CH3:35][O:34][C:32](=[O:33])[CH2:31][O:26][C:20]1[C:21]([CH:23]([CH3:24])[CH3:25])=[CH:22][C:17]([C:9]2[C:10]3[C:14]([CH3:15])=[C:13]([CH3:16])[S:12][C:11]=3[C:2]([Br:1])=[C:3]3[C:8]=2[CH:7]=[CH:6][CH:5]=[CH:4]3)=[CH:18][C:19]=1[CH:27]([CH3:29])[CH3:28]. The catalyst class is: 35. (8) Reactant: [F:1][C:2]([F:53])([F:52])[C:3]1[CH:4]=[C:5]([CH:45]=[C:46]([C:48]([F:51])([F:50])[F:49])[CH:47]=1)[CH2:6][N:7]([CH2:23][C:24]1[CH:29]=[C:28]([C:30]([F:33])([F:32])[F:31])[CH:27]=[CH:26][C:25]=1[C:34]1[CH:39]=[C:38]([CH:40]([CH3:42])[CH3:41])[CH:37]=[CH:36][C:35]=1[O:43][CH3:44])[C:8]1[N:13]=[CH:12][C:11]([O:14][CH2:15][CH2:16][CH2:17][C:18]([O:20]CC)=[O:19])=[CH:10][CH:9]=1.[OH-:54].[Na+].Cl.C(Cl)Cl. Product: [C:18](=[O:19])([OH:54])[OH:20].[F:51][C:48]([F:49])([F:50])[C:46]1[CH:45]=[C:5]([CH:4]=[C:3]([C:2]([F:53])([F:52])[F:1])[CH:47]=1)[CH2:6][N:7]([CH2:23][C:24]1[CH:29]=[C:28]([C:30]([F:32])([F:33])[F:31])[CH:27]=[CH:26][C:25]=1[C:34]1[CH:39]=[C:38]([CH:40]([CH3:41])[CH3:42])[CH:37]=[CH:36][C:35]=1[O:43][CH3:44])[C:8]1[N:13]=[CH:12][C:11]([O:14][CH2:15][CH2:16][CH2:17][C:18]([OH:20])=[O:19])=[CH:10][CH:9]=1. The catalyst class is: 199. (9) Reactant: [CH3:1][O:2][C:3]([C:5]1[C:13]([Cl:14])=[C:12]2[C:8]([C:9]([CH:23]3[CH2:28][CH2:27][CH2:26][CH2:25][CH2:24]3)=[C:10]([C:15]3[CH:20]=[CH:19][C:18]([O:21][CH3:22])=[CH:17][CH:16]=3)[NH:11]2)=[CH:7][CH:6]=1)=[O:4].[H-].[Na+].Br[CH2:32][CH2:33][O:34][Si:35]([C:38]([CH3:41])([CH3:40])[CH3:39])([CH3:37])[CH3:36].Cl. Product: [CH3:1][O:2][C:3]([C:5]1[C:13]([Cl:14])=[C:12]2[C:8]([C:9]([CH:23]3[CH2:28][CH2:27][CH2:26][CH2:25][CH2:24]3)=[C:10]([C:15]3[CH:20]=[CH:19][C:18]([O:21][CH3:22])=[CH:17][CH:16]=3)[N:11]2[CH2:32][CH2:33][O:34][Si:35]([C:38]([CH3:41])([CH3:40])[CH3:39])([CH3:37])[CH3:36])=[CH:7][CH:6]=1)=[O:4]. The catalyst class is: 58. (10) Reactant: [CH3:1][C:2]1[CH:3]=[N:4][C:5]([CH2:11][S+:12]([O-:24])[C:13]2[NH:14][C:15]3[CH:16]=[CH:17][C:18]([O:22][CH3:23])=[CH:19][C:20]=3[N:21]=2)=[C:6]([CH3:10])[C:7]=1[O:8][CH3:9].[OH-].[Ba+2:26].[OH-]. Product: [CH3:1][C:2]1[CH:3]=[N:4][C:5]([CH2:11][S+:12]([O-:24])[C:13]2[NH:14][C:15]3[CH:16]=[CH:17][C:18]([O:22][CH3:23])=[CH:19][C:20]=3[N:21]=2)=[C:6]([CH3:10])[C:7]=1[O:8][CH3:9].[Ba:26]. The catalyst class is: 5.